Dataset: Full USPTO retrosynthesis dataset with 1.9M reactions from patents (1976-2016). Task: Predict the reactants needed to synthesize the given product. The reactants are: CS(O[CH2:6][CH2:7][C:8]1[CH:13]=[CH:12][C:11]([NH:14][C:15]2[N:24]=[CH:23][C:22]3[CH2:21][CH:20]([C:25]4[CH:30]=[CH:29][CH:28]=[CH:27][C:26]=4[C:31]([F:34])([F:33])[F:32])[C:19]4[CH:35]=[CH:36][CH:37]=[CH:38][C:18]=4[C:17]=3[N:16]=2)=[CH:10][CH:9]=1)(=O)=O.[CH3:39][N:40]1[CH2:45][CH2:44][NH:43][CH2:42][CH2:41]1. Given the product [CH3:39][N:40]1[CH2:45][CH2:44][N:43]([CH2:6][CH2:7][C:8]2[CH:13]=[CH:12][C:11]([NH:14][C:15]3[N:24]=[CH:23][C:22]4[CH2:21][CH:20]([C:25]5[CH:30]=[CH:29][CH:28]=[CH:27][C:26]=5[C:31]([F:34])([F:33])[F:32])[C:19]5[CH:35]=[CH:36][CH:37]=[CH:38][C:18]=5[C:17]=4[N:16]=3)=[CH:10][CH:9]=2)[CH2:42][CH2:41]1, predict the reactants needed to synthesize it.